From a dataset of CYP2D6 inhibition data for predicting drug metabolism from PubChem BioAssay. Regression/Classification. Given a drug SMILES string, predict its absorption, distribution, metabolism, or excretion properties. Task type varies by dataset: regression for continuous measurements (e.g., permeability, clearance, half-life) or binary classification for categorical outcomes (e.g., BBB penetration, CYP inhibition). Dataset: cyp2d6_veith. The compound is NC1CCN(c2cccc(Cl)n2)CC1. The result is 1 (inhibitor).